Dataset: Full USPTO retrosynthesis dataset with 1.9M reactions from patents (1976-2016). Task: Predict the reactants needed to synthesize the given product. Given the product [CH3:11][O:12][C:13]1[CH:14]=[CH:19][C:18]([C:17]2[CH:22]=[CH:21][CH:20]=[CH:19][CH:18]=2)=[CH:17][CH:22]=1, predict the reactants needed to synthesize it. The reactants are: [O-]P([O-])([O-])=O.[K+].[K+].[K+].O1[CH2:14][CH2:13][O:12][CH2:11]C1.CO[C:17]1[CH:22]=[CH:21][C:20](Cl)=[CH:19][CH:18]=1.O.